This data is from Peptide-MHC class II binding affinity with 134,281 pairs from IEDB. The task is: Regression. Given a peptide amino acid sequence and an MHC pseudo amino acid sequence, predict their binding affinity value. This is MHC class II binding data. The peptide sequence is NDKPFQNVNRITYGA. The MHC is DRB1_0405 with pseudo-sequence DRB1_0405. The binding affinity (normalized) is 0.